The task is: Predict the reaction yield, written as a fraction of the theoretical maximum amount of product (1.0 means a 100% yield; for example, 0.34 means a 34% yield).. This data is from Reaction yield outcomes from USPTO patents with 853,638 reactions. (1) The reactants are [Si]([O:8][CH2:9][CH2:10][N:11]1[C:19]2[C:14](=[CH:15][C:16]([O:20][CH3:21])=[CH:17][CH:18]=2)[C:13]([C:22]2[N:34]([S:35]([C:38]3[CH:44]=[CH:43][C:41]([CH3:42])=[CH:40][CH:39]=3)(=[O:37])=[O:36])[C:25]3=[N:26][CH:27]=[C:28]4[CH:32]=[N:31][N:30]([CH3:33])[C:29]4=[C:24]3[CH:23]=2)=[CH:12]1)(C(C)(C)C)(C)C.Cl. The yield is 0.910. The product is [CH3:21][O:20][C:16]1[CH:15]=[C:14]2[C:19](=[CH:18][CH:17]=1)[N:11]([CH2:10][CH2:9][OH:8])[CH:12]=[C:13]2[C:22]1[N:34]([S:35]([C:38]2[CH:39]=[CH:40][C:41]([CH3:42])=[CH:43][CH:44]=2)(=[O:36])=[O:37])[C:25]2=[N:26][CH:27]=[C:28]3[CH:32]=[N:31][N:30]([CH3:33])[C:29]3=[C:24]2[CH:23]=1. The catalyst is CO. (2) The reactants are [CH3:1][C:2]1[CH:7]=[CH:6][CH:5]=[CH:4][C:3]=1[OH:8].[Br:9][CH2:10][CH2:11][CH2:12]Br.C([O-])([O-])=O.[Cs+].[Cs+]. The catalyst is C(#N)C. The product is [CH3:1][C:2]1[CH:7]=[CH:6][CH:5]=[CH:4][C:3]=1[O:8][CH2:12][CH2:11][CH2:10][Br:9]. The yield is 0.441.